This data is from Forward reaction prediction with 1.9M reactions from USPTO patents (1976-2016). The task is: Predict the product of the given reaction. (1) Given the reactants Cl.C([Si](C)(C)[O:7][CH:8]1[CH2:15][CH2:14][CH2:13][CH:12]([NH2:16])[CH2:11][CH2:10][CH2:9]1)(C)(C)C, predict the reaction product. The product is: [NH2:16][CH:12]1[CH2:13][CH2:14][CH2:15][CH:8]([OH:7])[CH2:9][CH2:10][CH2:11]1. (2) Given the reactants [CH2:1]([O:3][C:4]1[CH:9]=[CH:8][CH:7]=[C:6]([O:10][C:11]2[CH:16]=[CH:15][C:14]([N+:17]([O-])=O)=[CH:13][CH:12]=2)[CH:5]=1)[CH3:2].O.[Sn](Cl)(Cl)(Cl)Cl, predict the reaction product. The product is: [CH2:1]([O:3][C:4]1[CH:5]=[C:6]([O:10][C:11]2[CH:12]=[CH:13][C:14]([NH2:17])=[CH:15][CH:16]=2)[CH:7]=[CH:8][CH:9]=1)[CH3:2]. (3) Given the reactants [F:1][C:2]1[CH:16]=[CH:15][C:5]([O:6][C:7]([CH3:14])([CH3:13])[C:8](OCC)=[O:9])=[CH:4][CH:3]=1.O.[NH2:18][NH2:19].C(=O)([O-])[O-].[K+].[K+], predict the reaction product. The product is: [F:1][C:2]1[CH:16]=[CH:15][C:5]([O:6][C:7]([CH3:14])([CH3:13])[C:8]([NH:18][NH2:19])=[O:9])=[CH:4][CH:3]=1. (4) Given the reactants [OH-:1].[K+].[F:3][C:4]1[CH:5]=[C:6]2[C:10](=[CH:11][CH:12]=1)[NH:9][C:8](=[O:13])[C:7]2=O.[Br:15][C:16]1[CH:17]=[C:18]([C:22](=O)[CH2:23][CH3:24])[CH:19]=[CH:20][CH:21]=1.Cl, predict the reaction product. The product is: [Br:15][C:16]1[CH:17]=[C:18]([C:22]2[C:23]([CH3:24])=[C:7]([C:8]([OH:13])=[O:1])[C:6]3[C:10](=[CH:11][CH:12]=[C:4]([F:3])[CH:5]=3)[N:9]=2)[CH:19]=[CH:20][CH:21]=1. (5) Given the reactants C(O[BH-](OC(=O)C)OC(=O)C)(=O)C.[Na+].[OH:15][C:16]1[CH:17]=[CH:18][CH:19]=[C:20]2[C:25]=1[N:24]=[C:23]([CH:26]=O)[CH:22]=[CH:21]2.[NH2:28][CH2:29][CH2:30][C:31]1[N:35]=[CH:34][NH:33][CH:32]=1, predict the reaction product. The product is: [NH:33]1[CH:32]=[C:31]([CH2:30][CH2:29][NH:28][CH2:26][C:23]2[CH:22]=[CH:21][C:20]3[C:25](=[C:16]([OH:15])[CH:17]=[CH:18][CH:19]=3)[N:24]=2)[N:35]=[CH:34]1. (6) Given the reactants O.C(C1C(=O)C(Cl)=C(Cl)C(=O)C=1C#N)#N.[CH2:16]([O:23][C@@H:24]1[C@H:29]([CH2:30][O:31][Si:32]([C:35]([CH3:38])([CH3:37])[CH3:36])([CH3:34])[CH3:33])[O:28][C@@H:27]([O:39][C@@H:40]2[C@H:45]3[CH2:46][O:47][C@H:43]([O:44]3)[C@H:42]([N:48]=[N+:49]=[N-:50])[C@H:41]2[O:51][CH3:52])[C@H:26]([O:53]CC2C=CC(OC)=CC=2)[C@H:25]1[O:63][CH3:64])[C:17]1[CH:22]=[CH:21][CH:20]=[CH:19][CH:18]=1.C(=O)([O-])O.[Na+], predict the reaction product. The product is: [CH2:16]([O:23][C@@H:24]1[C@H:29]([CH2:30][O:31][Si:32]([C:35]([CH3:38])([CH3:37])[CH3:36])([CH3:34])[CH3:33])[O:28][C@@H:27]([O:39][C@@H:40]2[C@H:45]3[CH2:46][O:47][C@H:43]([O:44]3)[C@H:42]([N:48]=[N+:49]=[N-:50])[C@H:41]2[O:51][CH3:52])[C@H:26]([OH:53])[C@H:25]1[O:63][CH3:64])[C:17]1[CH:22]=[CH:21][CH:20]=[CH:19][CH:18]=1.